This data is from Reaction yield outcomes from USPTO patents with 853,638 reactions. The task is: Predict the reaction yield, written as a fraction of the theoretical maximum amount of product (1.0 means a 100% yield; for example, 0.34 means a 34% yield). (1) The reactants are Cl.[C:2]([O:6][C:7]([N:9]1[CH2:18][CH2:17][C:12]2([CH2:16][NH:15][CH2:14][CH2:13]2)[CH2:11][CH2:10]1)=[O:8])([CH3:5])([CH3:4])[CH3:3].C1([O:25][C:26](=O)[NH:27][C:28]2[CH:29]=[N:30][CH:31]=[CH:32][CH:33]=2)C=CC=CC=1. The catalyst is CC#N.CCOC(C)=O. The product is [C:2]([O:6][C:7]([N:9]1[CH2:10][CH2:11][C:12]2([CH2:16][N:15]([C:26](=[O:25])[NH:27][C:28]3[CH:29]=[N:30][CH:31]=[CH:32][CH:33]=3)[CH2:14][CH2:13]2)[CH2:17][CH2:18]1)=[O:8])([CH3:5])([CH3:3])[CH3:4]. The yield is 0.750. (2) The reactants are [CH2:1]([O:8][C:9]([N:11]1[CH2:15][C@@H:14]([O:16][Si](C(C)(C)C)(C)C)[CH2:13][C@@H:12]1[CH2:24][C:25]1[C:26]([CH3:32])=[N:27][N:28]([CH3:31])[C:29]=1[CH3:30])=[O:10])[C:2]1[CH:7]=[CH:6][CH:5]=[CH:4][CH:3]=1.[F-].C([N+](CCCC)(CCCC)CCCC)CCC.C(=O)(O)[O-].[Na+]. The catalyst is O1CCCC1. The product is [CH2:1]([O:8][C:9]([N:11]1[CH2:15][C@@H:14]([OH:16])[CH2:13][C@@H:12]1[CH2:24][C:25]1[C:26]([CH3:32])=[N:27][N:28]([CH3:31])[C:29]=1[CH3:30])=[O:10])[C:2]1[CH:3]=[CH:4][CH:5]=[CH:6][CH:7]=1. The yield is 0.670. (3) The reactants are [C:1]([NH:9][C:10]1[C:11]2[N:12]=[CH:13][N:14]([C:30]=2[N:31]=[CH:32][N:33]=1)[C@@H:15]1[O:29][C@H:19]([CH2:20][O:21][Si:22]([C:25]([CH3:28])([CH3:27])[CH3:26])([CH3:24])[CH3:23])[C@@H:17]([OH:18])[CH2:16]1)(=[O:8])[C:2]1[CH:7]=[CH:6][CH:5]=[CH:4][CH:3]=1.[CH3:34][S:35]([CH3:37])=O.C(OC(=O)C)(=O)C.C([O-])(O)=O.[Na+]. The catalyst is C(O)(=O)C. The product is [C:1]([NH:9][C:10]1[C:11]2[N:12]=[CH:13][N:14]([C:30]=2[N:31]=[CH:32][N:33]=1)[C@@H:15]1[O:29][C@H:19]([CH2:20][O:21][Si:22]([C:25]([CH3:26])([CH3:27])[CH3:28])([CH3:24])[CH3:23])[C@@H:17]([O:18][CH2:34][S:35][CH3:37])[CH2:16]1)(=[O:8])[C:2]1[CH:3]=[CH:4][CH:5]=[CH:6][CH:7]=1. The yield is 0.710. (4) The reactants are Cl.[NH2:2][CH2:3][C:4]([O:6][CH2:7][CH3:8])=[O:5].[CH3:9][C:10]1([CH3:21])[CH2:15][CH2:14][C:13](=O)[CH:12]([CH2:17][C:18](=O)[CH3:19])[CH2:11]1.C(=O)(O)[O-].[Na+]. The catalyst is ClCCl. The product is [CH3:19][C:18]1[N:2]([CH2:3][C:4]([O:6][CH2:7][CH3:8])=[O:5])[C:13]2[CH2:14][CH2:15][C:10]([CH3:21])([CH3:9])[CH2:11][C:12]=2[CH:17]=1. The yield is 0.760.